From a dataset of Full USPTO retrosynthesis dataset with 1.9M reactions from patents (1976-2016). Predict the reactants needed to synthesize the given product. (1) The reactants are: [CH2:1]([NH:3][C:4]([C:6]1[CH:28]=[CH:27][C:9]2[N:10]([CH:14]3[CH2:19][CH2:18][N:17]([C:20]([O:22][C:23]([CH3:26])([CH3:25])[CH3:24])=[O:21])[CH2:16][CH2:15]3)[C:11](=[O:13])[NH:12][C:8]=2[CH:7]=1)=[O:5])[CH3:2].[C:29](=O)([O-])[O-].[Cs+].[Cs+].IC. Given the product [CH2:1]([NH:3][C:4]([C:6]1[CH:28]=[CH:27][C:9]2[N:10]([CH:14]3[CH2:15][CH2:16][N:17]([C:20]([O:22][C:23]([CH3:24])([CH3:26])[CH3:25])=[O:21])[CH2:18][CH2:19]3)[C:11](=[O:13])[N:12]([CH3:29])[C:8]=2[CH:7]=1)=[O:5])[CH3:2], predict the reactants needed to synthesize it. (2) The reactants are: [NH2:1][C:2]1[NH:7][C:6](=[O:8])[N:5]([CH2:9][CH2:10][CH3:11])[C:4](=[O:12])[CH:3]=1.[N:13]([O-])=[O:14].[Na+]. Given the product [NH2:1][C:2]1[NH:7][C:6](=[O:8])[N:5]([CH2:9][CH2:10][CH3:11])[C:4](=[O:12])[C:3]=1[N:13]=[O:14], predict the reactants needed to synthesize it. (3) Given the product [CH2:46]([O:5][C:6](=[O:27])[NH:7][CH:8]1[CH2:17][CH2:16][C:15]2[C:10](=[CH:11][C:12]([OH:18])=[CH:13][CH:14]=2)[CH:9]1[CH2:19][C:20]1[CH:25]=[CH:24][C:23]([Cl:26])=[CH:22][CH:21]=1)[C:36]1[CH:37]=[CH:42][CH:43]=[CH:44][CH:35]=1, predict the reactants needed to synthesize it. The reactants are: C([O:5][C:6](=[O:27])[NH:7][CH:8]1[CH2:17][CH2:16][C:15]2[C:10](=[CH:11][C:12]([OH:18])=[CH:13][CH:14]=2)[CH:9]1[CH2:19][C:20]1[CH:25]=[CH:24][C:23]([Cl:26])=[CH:22][CH:21]=1)(C)(C)C.C(OC(=O)N[CH:35]1[CH2:44][CH2:43][C:42]2[C:37](=CC(O)=CC=2)[CH:36]1[CH2:46]C1C=CC(Cl)=C(Cl)C=1)(C)(C)C.C(N(CC)CC)C.C(Cl)(=O)OCC1C=CC=CC=1. (4) Given the product [C:16]1([CH:4]2[NH:5][C:6]3[C:11]4[C:2](=[N:29][NH:30][C:12](=[O:28])[C:10]=4[CH:9]=[CH:8][CH:7]=3)[CH:3]2[C:22]2[CH:27]=[CH:26][CH:25]=[CH:24][CH:23]=2)[CH:17]=[CH:18][CH:19]=[CH:20][CH:21]=1, predict the reactants needed to synthesize it. The reactants are: O=[C:2]1[C:11]2[C:10]([C:12](OC)=O)=[CH:9][CH:8]=[CH:7][C:6]=2[NH:5][CH:4]([C:16]2[CH:21]=[CH:20][CH:19]=[CH:18][CH:17]=2)[CH:3]1[C:22]1[CH:27]=[CH:26][CH:25]=[CH:24][CH:23]=1.[OH2:28].[NH2:29][NH2:30]. (5) Given the product [F:5][C:6]1[CH:11]=[CH:10][C:9]([C:8](=[O:12])[CH2:7][CH3:6])=[C:8]([OH:12])[CH:7]=1, predict the reactants needed to synthesize it. The reactants are: [Cl-].[Cl-].[Cl-].[Al+3].[F:5][C:6]1[CH:7]=[C:8]([O:12]C(=O)CC)[CH:9]=[CH:10][CH:11]=1.Cl. (6) The reactants are: C[O:2][C:3](=[O:39])[C:4]1[CH:9]=[CH:8][C:7]([O:10][C:11]2[CH:16]=[CH:15][C:14]([NH:17][C:18]([O:20][C:21]([CH3:24])([CH3:23])[CH3:22])=[O:19])=[CH:13][CH:12]=2)=[C:6]([NH:25][C:26]2[C:27]3[CH:35]=[CH:34][C:33]([CH:36]([CH3:38])[CH3:37])=[N:32][C:28]=3[N:29]=[CH:30][N:31]=2)[CH:5]=1.[Li+].[OH-]. Given the product [C:21]([O:20][C:18]([NH:17][C:14]1[CH:15]=[CH:16][C:11]([O:10][C:7]2[CH:8]=[CH:9][C:4]([C:3]([OH:39])=[O:2])=[CH:5][C:6]=2[NH:25][C:26]2[C:27]3[CH:35]=[CH:34][C:33]([CH:36]([CH3:37])[CH3:38])=[N:32][C:28]=3[N:29]=[CH:30][N:31]=2)=[CH:12][CH:13]=1)=[O:19])([CH3:23])([CH3:22])[CH3:24], predict the reactants needed to synthesize it. (7) Given the product [Cl:27][C:21]1[CH:22]=[C:23]([Cl:26])[CH:24]=[CH:25][C:20]=1[C:18]1[N:19]=[C:15]([CH2:14][C:11]2[CH:12]=[CH:13][C:8]([C:5]3[CH:6]=[CH:7][C:2]([N:45]4[CH2:46][CH2:47][NH:42][C:43](=[O:48])[CH2:44]4)=[CH:3][CH:4]=3)=[CH:9][CH:10]=2)[N:16]([C:28]2[CH:33]=[CH:32][C:31]([N:34]3[CH2:35][C:36](=[O:41])[NH:37][S:38]3(=[O:40])=[O:39])=[CH:30][CH:29]=2)[CH:17]=1, predict the reactants needed to synthesize it. The reactants are: Br[C:2]1[CH:7]=[CH:6][C:5]([C:8]2[CH:13]=[CH:12][C:11]([CH2:14][C:15]3[N:16]([C:28]4[CH:33]=[CH:32][C:31]([N:34]5[S:38](=[O:40])(=[O:39])[NH:37][C:36](=[O:41])[CH2:35]5)=[CH:30][CH:29]=4)[CH:17]=[C:18]([C:20]4[CH:25]=[CH:24][C:23]([Cl:26])=[CH:22][C:21]=4[Cl:27])[N:19]=3)=[CH:10][CH:9]=2)=[CH:4][CH:3]=1.[NH:42]1[CH2:47][CH2:46][NH:45][CH2:44][C:43]1=[O:48]. (8) The reactants are: [NH2:1][C:2]1[CH:7]=[CH:6][C:5]([N:8]2[CH2:13][CH2:12][N:11]([CH2:14][CH2:15][OH:16])[CH2:10][CH2:9]2)=[CH:4][C:3]=1[O:17][CH3:18].O.C1(C)C=CC(S(O)(=O)=O)=CC=1.Cl[C:32]1[N:37]=[C:36]([C:38]2[N:42]3[CH:43]=[CH:44][CH:45]=[CH:46][C:41]3=[N:40][CH:39]=2)[C:35]([F:47])=[CH:34][N:33]=1. Given the product [F:47][C:35]1[C:36]([C:38]2[N:42]3[CH:43]=[CH:44][CH:45]=[CH:46][C:41]3=[N:40][CH:39]=2)=[N:37][C:32]([NH:1][C:2]2[CH:7]=[CH:6][C:5]([N:8]3[CH2:13][CH2:12][N:11]([CH2:14][CH2:15][OH:16])[CH2:10][CH2:9]3)=[CH:4][C:3]=2[O:17][CH3:18])=[N:33][CH:34]=1, predict the reactants needed to synthesize it. (9) Given the product [F:32][C:5]1[CH:4]=[N:3][C:2]([NH:1][C:36](=[O:37])[C:35]([N:34]([CH3:40])[CH3:33])=[O:39])=[C:7]2[NH:8][CH:9]=[C:10]([C:11](=[O:31])[C:12](=[O:13])[N:14]3[CH2:15][CH2:16][N:17]([C:20]4[N:24]([C:25]5[CH:30]=[CH:29][CH:28]=[CH:27][CH:26]=5)[N:23]=[N:22][N:21]=4)[CH2:18][CH2:19]3)[C:6]=12, predict the reactants needed to synthesize it. The reactants are: [NH2:1][C:2]1[N:3]=[CH:4][C:5]([F:32])=[C:6]2[C:10]([C:11](=[O:31])[C:12]([N:14]3[CH2:19][CH2:18][N:17]([C:20]4[N:24]([C:25]5[CH:30]=[CH:29][CH:28]=[CH:27][CH:26]=5)[N:23]=[N:22][N:21]=4)[CH2:16][CH2:15]3)=[O:13])=[CH:9][NH:8][C:7]=12.[CH3:33][N:34]([CH3:40])[C:35](=[O:39])[C:36](O)=[O:37].CCN(C(C)C)C(C)C.CN(C(ON1N=NC2C=CC=CC1=2)=[N+](C)C)C.[B-](F)(F)(F)F. (10) Given the product [Cl:1][C:2]1[CH:7]=[C:6]([Cl:8])[CH:5]=[CH:4][C:3]=1[C:9]1[NH:10][C:11](=[O:21])[C:12]2[N:13]([N:15]=[C:16]([C:18]([NH2:32])=[O:19])[CH:17]=2)[CH:14]=1, predict the reactants needed to synthesize it. The reactants are: [Cl:1][C:2]1[CH:7]=[C:6]([Cl:8])[CH:5]=[CH:4][C:3]=1[C:9]1[NH:10][C:11](=[O:21])[C:12]2[N:13]([N:15]=[C:16]([C:18](O)=[O:19])[CH:17]=2)[CH:14]=1.C(Cl)CCl.C1C=CC2N(O)N=[N:32]C=2C=1.N.O1CCOCC1.